This data is from Peptide-MHC class I binding affinity with 185,985 pairs from IEDB/IMGT. The task is: Regression. Given a peptide amino acid sequence and an MHC pseudo amino acid sequence, predict their binding affinity value. This is MHC class I binding data. (1) The peptide sequence is GWPDNYCEW. The MHC is HLA-B15:01 with pseudo-sequence HLA-B15:01. The binding affinity (normalized) is 0.0847. (2) The peptide sequence is KPFNNILNL. The MHC is HLA-C14:02 with pseudo-sequence HLA-C14:02. The binding affinity (normalized) is 0.548.